This data is from Reaction yield outcomes from USPTO patents with 853,638 reactions. The task is: Predict the reaction yield, written as a fraction of the theoretical maximum amount of product (1.0 means a 100% yield; for example, 0.34 means a 34% yield). (1) The reactants are [Cl:1][C:2]1[CH:3]=[C:4]([CH:24]([CH2:30][CH:31]2[CH2:33][CH2:32]2)[C:25]([O:27]CC)=[O:26])[CH:5]=[C:6]([C:14]2[CH:19]=[CH:18][C:17]([C:20]([F:23])([F:22])[F:21])=[CH:16][CH:15]=2)[C:7]=1[O:8][CH2:9][C:10]([F:13])([F:12])[F:11].O.[OH-].[Li+]. The catalyst is CO.C1COCC1.O. The product is [Cl:1][C:2]1[CH:3]=[C:4]([CH:24]([CH2:30][CH:31]2[CH2:32][CH2:33]2)[C:25]([OH:27])=[O:26])[CH:5]=[C:6]([C:14]2[CH:15]=[CH:16][C:17]([C:20]([F:21])([F:22])[F:23])=[CH:18][CH:19]=2)[C:7]=1[O:8][CH2:9][C:10]([F:12])([F:13])[F:11]. The yield is 0.880. (2) The reactants are COC[O:4][C:5]1[CH:6]=[C:7]([CH:14]=[CH:15][C:16]=1[O:17]COC)[CH:8]=[C:9]([C:12]#[N:13])[C:10]#[N:11].Cl. No catalyst specified. The product is [OH:4][C:5]1[CH:6]=[C:7]([CH:14]=[CH:15][C:16]=1[OH:17])[CH:8]=[C:9]([C:10]#[N:11])[C:12]#[N:13]. The yield is 0.850.